This data is from Reaction yield outcomes from USPTO patents with 853,638 reactions. The task is: Predict the reaction yield, written as a fraction of the theoretical maximum amount of product (1.0 means a 100% yield; for example, 0.34 means a 34% yield). (1) The reactants are C[O:2][C:3](=[O:26])[C:4]1[C:5](=[C:10]([O:14][CH2:15][C:16]2[S:20][C:19]3[CH:21]=[CH:22][CH:23]=[CH:24][C:18]=3[C:17]=2[Cl:25])[CH:11]=[CH:12][CH:13]=1)[C:6]([O:8]C)=[O:7]. The catalyst is [OH-].[Na+]. The product is [Cl:25][C:17]1[C:18]2[CH:24]=[CH:23][CH:22]=[CH:21][C:19]=2[S:20][C:16]=1[CH2:15][O:14][C:10]1[CH:11]=[CH:12][CH:13]=[C:4]([C:3]([OH:26])=[O:2])[C:5]=1[C:6]([OH:8])=[O:7]. The yield is 0.920. (2) The reactants are [C:1]1([C:7]2[NH:11][N:10]=[C:9]([C:12]([NH:14][CH2:15][C:16]([OH:18])=O)=[O:13])[CH:8]=2)[CH:6]=[CH:5][CH:4]=[CH:3][CH:2]=1.CCN(C(C)C)C(C)C.C1C=CC2N(O)N=NC=2C=1.CCN=C=NCCCN(C)C.Cl.Cl.[F:51][C:52]1[CH:64]=[CH:63][C:62]([F:65])=[CH:61][C:53]=1[O:54][CH:55]1[CH2:60][CH2:59][NH:58][CH2:57][CH2:56]1. The catalyst is CN(C=O)C.O. The product is [F:51][C:52]1[CH:64]=[CH:63][C:62]([F:65])=[CH:61][C:53]=1[O:54][CH:55]1[CH2:56][CH2:57][N:58]([C:16](=[O:18])[CH2:15][NH:14][C:12]([C:9]2[CH:8]=[C:7]([C:1]3[CH:2]=[CH:3][CH:4]=[CH:5][CH:6]=3)[NH:11][N:10]=2)=[O:13])[CH2:59][CH2:60]1. The yield is 0.490. (3) The reactants are Cl[C:2]1[N:7]=[C:6]([N:8]2[CH2:13][CH2:12][O:11][CH2:10][C@@H:9]2[CH3:14])[N:5]=[C:4]([N:15]2[CH2:20][CH2:19][O:18][CH2:17][CH2:16]2)[N:3]=1.C(=O)([O-])[O-].[Na+].[Na+].[NH2:27][C:28]1[CH:33]=[CH:32][C:31](B2OC(C)(C)C(C)(C)O2)=[CH:30][CH:29]=1. The catalyst is COCCOC.C1(P(C2C=CC=CC=2)C2C=CC=CC=2)C=CC=CC=1.[Pd].[Pd].[Pd].[Pd]. The product is [CH3:14][C@H:9]1[CH2:10][O:11][CH2:12][CH2:13][N:8]1[C:6]1[N:5]=[C:4]([N:15]2[CH2:20][CH2:19][O:18][CH2:17][CH2:16]2)[N:3]=[C:2]([C:31]2[CH:32]=[CH:33][C:28]([NH2:27])=[CH:29][CH:30]=2)[N:7]=1. The yield is 0.710. (4) The reactants are [NH2:1][C:2]1[CH:7]=[C:6]([O:8][CH3:9])[CH:5]=[CH:4][C:3]=1[N:10]1[CH2:15][CH2:14][CH:13]([NH:16][C:17](=[O:23])[O:18][C:19]([CH3:22])([CH3:21])[CH3:20])[CH2:12][CH2:11]1.[NH2:24][C:25]1[C:26]([C:32](O)=[O:33])=[N:27][C:28]([Br:31])=[CH:29][N:30]=1. The catalyst is C(#N)C. The product is [NH2:24][C:25]1[C:26]([C:32]([NH:1][C:2]2[CH:7]=[C:6]([O:8][CH3:9])[CH:5]=[CH:4][C:3]=2[N:10]2[CH2:15][CH2:14][CH:13]([NH:16][C:17](=[O:23])[O:18][C:19]([CH3:20])([CH3:22])[CH3:21])[CH2:12][CH2:11]2)=[O:33])=[N:27][C:28]([Br:31])=[CH:29][N:30]=1. The yield is 0.0700.